Dataset: Catalyst prediction with 721,799 reactions and 888 catalyst types from USPTO. Task: Predict which catalyst facilitates the given reaction. (1) Reactant: [CH2:1]([O:8][C:9]1[CH:14]=[CH:13][N:12]([CH2:15][C:16]([C:18]2[CH:23]=[CH:22][C:21]([CH2:24]Br)=[CH:20][C:19]=2[CH3:26])=[O:17])[C:11](=[O:27])[CH:10]=1)[C:2]1[CH:7]=[CH:6][CH:5]=[CH:4][CH:3]=1.Cl.[OH:29][CH:30]1[CH2:33][NH:32][CH2:31]1. Product: [CH2:1]([O:8][C:9]1[CH:14]=[CH:13][N:12]([CH2:15][C:16]([C:18]2[CH:23]=[CH:22][C:21]([CH2:24][N:32]3[CH2:33][CH:30]([OH:29])[CH2:31]3)=[CH:20][C:19]=2[CH3:26])=[O:17])[C:11](=[O:27])[CH:10]=1)[C:2]1[CH:7]=[CH:6][CH:5]=[CH:4][CH:3]=1. The catalyst class is: 3. (2) Reactant: [C:1]([O:9][CH2:10][C@:11]1([F:26])[C@@H:15]([OH:16])[C@@H:14]([OH:17])[C@H:13]([N:18]2[CH:23]=[CH:22][C:21](=[O:24])[NH:20][C:19]2=O)[O:12]1)(=[O:8])[C:2]1[CH:7]=[CH:6][CH:5]=[CH:4][CH:3]=1.C1(OC(=O)OC2C=CC=CC=2)C=CC=CC=1.C(=O)(O)[O-].[Na+].CCOC(C)=O. Product: [C:1]([O:9][CH2:10][C@@:11]1([F:26])[O:12][C@H:13]2[N:18]3[CH:23]=[CH:22][C:21](=[O:24])[N:20]=[C:19]3[O:17][CH:14]2[C@@H:15]1[OH:16])(=[O:8])[C:2]1[CH:3]=[CH:4][CH:5]=[CH:6][CH:7]=1. The catalyst class is: 121. (3) Product: [OH:27][CH2:26][C:10]1[CH:9]=[C:8]([CH:13]=[CH:12][N:11]=1)[C:6]#[N:7]. Reactant: S(=O)(=O)(O)O.[C:6]([C:8]1[CH:13]=[CH:12][N:11]=[CH:10][CH:9]=1)#[N:7].[NH4+].[NH4+].[O-]S(OOS([O-])(=O)=O)(=O)=O.[CH3:26][OH:27]. The catalyst class is: 6. (4) Reactant: [N:1]([O-])=O.[Na+].[F:5][C:6]([F:15])([F:14])[C:7]1[CH:8]=[C:9]([CH:11]=[CH:12][CH:13]=1)[NH2:10].Cl.[CH3:17][O:18][CH2:19][C:20](=[O:26])[CH2:21][C:22]([O:24][CH3:25])=[O:23].CC([O-])=O.[Na+]. Product: [CH3:17][O:18][CH2:19][C:20](=[O:26])[C:21](=[N:1][NH:10][C:9]1[CH:11]=[CH:12][CH:13]=[C:7]([C:6]([F:14])([F:15])[F:5])[CH:8]=1)[C:22]([O:24][CH3:25])=[O:23]. The catalyst class is: 315. (5) Reactant: [CH3:1][O:2][C:3]1[CH:41]=[C:40]([O:42][CH3:43])[CH:39]=[CH:38][C:4]=1[CH2:5][N:6]([C:32]1[CH:37]=[CH:36][N:35]=[CH:34][N:33]=1)[S:7]([C:10]1[C:11]([F:31])=[CH:12][C:13]([O:19][C@H:20]2[CH2:24][CH2:23][CH2:22][C@@H:21]2[C:25]2[N:29]([CH3:30])[N:28]=[CH:27][CH:26]=2)=[C:14]([CH:18]=1)[C:15]([NH2:17])=O)(=[O:9])=[O:8].C(N(CC)CC)C.FC(F)(F)C(O)=O. Product: [C:15]([C:14]1[C:13]([O:19][C@H:20]2[CH2:24][CH2:23][CH2:22][C@@H:21]2[C:25]2[N:29]([CH3:30])[N:28]=[CH:27][CH:26]=2)=[CH:12][C:11]([F:31])=[C:10]([S:7]([N:6]([CH2:5][C:4]2[CH:38]=[CH:39][C:40]([O:42][CH3:43])=[CH:41][C:3]=2[O:2][CH3:1])[C:32]2[CH:37]=[CH:36][N:35]=[CH:34][N:33]=2)(=[O:8])=[O:9])[CH:18]=1)#[N:17]. The catalyst class is: 4. (6) Reactant: [CH2:1]([CH:3]1[N:12]2[C:7](=[CH:8][C:9](=[O:18])[C:10]([C:13]([O:15][CH2:16][CH3:17])=[O:14])=[CH:11]2)[C:6]2[CH:19]=[C:20]([O:24][CH3:25])[C:21]([OH:23])=[CH:22][C:5]=2[CH2:4]1)[CH3:2].Br[CH2:27][CH2:28][CH2:29][C:30]#[N:31].C([O-])([O-])=O.[K+].[K+]. Product: [C:30]([CH2:29][CH2:28][CH2:27][O:23][C:21]1[C:20]([O:24][CH3:25])=[CH:19][C:6]2[C:7]3[N:12]([CH:3]([CH2:1][CH3:2])[CH2:4][C:5]=2[CH:22]=1)[CH:11]=[C:10]([C:13]([O:15][CH2:16][CH3:17])=[O:14])[C:9](=[O:18])[CH:8]=3)#[N:31]. The catalyst class is: 3. (7) Reactant: [H-].[Na+].[C:3](#[N:5])[CH3:4].[F:6][C:7]([F:22])([F:21])[C:8]1[CH:13]=[CH:12][C:11]([CH2:14][CH2:15][C:16](OCC)=[O:17])=[CH:10][CH:9]=1.Cl. Product: [O:17]=[C:16]([CH2:15][CH2:14][C:11]1[CH:12]=[CH:13][C:8]([C:7]([F:6])([F:21])[F:22])=[CH:9][CH:10]=1)[CH2:4][C:3]#[N:5]. The catalyst class is: 20. (8) Reactant: [CH3:1][C:2]1([CH3:14])[CH2:7][CH:6]([C:8](=[O:11])[CH2:9][CH3:10])[CH2:5][C:4]([CH3:13])([CH3:12])[O:3]1.[Br:15]Br. Product: [Br:15][CH:9]([CH3:10])[C:8]([CH:6]1[CH2:5][C:4]([CH3:13])([CH3:12])[O:3][C:2]([CH3:1])([CH3:14])[CH2:7]1)=[O:11]. The catalyst class is: 14. (9) Reactant: [NH2:1][CH2:2][C:3]1[CH:8]=[CH:7][CH:6]=[CH:5][C:4]=1[CH2:9][C:10]([O:12][C:13]([CH3:16])([CH3:15])[CH3:14])=[O:11].Cl[C:18]([O:20][CH2:21][C:22]1[CH:27]=[CH:26][CH:25]=[CH:24][CH:23]=1)=[O:19]. Product: [CH2:21]([O:20][C:18]([NH:1][CH2:2][C:3]1[CH:8]=[CH:7][CH:6]=[CH:5][C:4]=1[CH2:9][C:10]([O:12][C:13]([CH3:16])([CH3:15])[CH3:14])=[O:11])=[O:19])[C:22]1[CH:27]=[CH:26][CH:25]=[CH:24][CH:23]=1. The catalyst class is: 172.